This data is from Full USPTO retrosynthesis dataset with 1.9M reactions from patents (1976-2016). The task is: Predict the reactants needed to synthesize the given product. (1) Given the product [CH3:1][O:2][C:3]1[CH:8]=[CH:7][CH:6]=[CH:5][C:4]=1[S:9]([C:11]1[CH:12]=[C:13]([CH:14]=[CH:15][CH:16]=1)[NH2:17])=[O:10], predict the reactants needed to synthesize it. The reactants are: [CH3:1][O:2][C:3]1[CH:8]=[CH:7][CH:6]=[CH:5][C:4]=1[S:9]([C:11]1[CH:16]=[CH:15][CH:14]=[C:13]([N+:17]([O-])=O)[CH:12]=1)=[O:10].[Cl-].[NH4+]. (2) The reactants are: [CH2:1]([O:8][C:9]1[C:13]2[C:14](=[O:54])[C@:15]3([O:46][Si:47]([C:50]([CH3:53])([CH3:52])[CH3:51])([CH3:49])[CH3:48])[C@H:28]([C@H:29]([N:30]([CH3:32])[CH3:31])[C:12]=2[O:11][N:10]=1)[CH2:27][C@H:26]1[C:17]([C:18](=[O:44])[C:19]2[C:20]([O:36][CH2:37][C:38]4[CH:43]=[CH:42][CH:41]=[CH:40][CH:39]=4)=[C:21](Br)[CH:22]=[C:23]([O:33][CH3:34])[C:24]=2[CH2:25]1)=[C:16]3[OH:45])[C:2]1[CH:7]=[CH:6][CH:5]=[CH:4][CH:3]=1.[O:55]=O. Given the product [CH2:1]([O:8][C:9]1[C:13]2[C:14](=[O:54])[C@:15]3([O:46][Si:47]([C:50]([CH3:53])([CH3:52])[CH3:51])([CH3:49])[CH3:48])[C@H:28]([C@H:29]([N:30]([CH3:32])[CH3:31])[C:12]=2[O:11][N:10]=1)[CH2:27][C@H:26]1[C:17]([C:18](=[O:44])[C:19]2[C:20]([O:36][CH2:37][C:38]4[CH:43]=[CH:42][CH:41]=[CH:40][CH:39]=4)=[C:21]([OH:55])[CH:22]=[C:23]([O:33][CH3:34])[C:24]=2[CH2:25]1)=[C:16]3[OH:45])[C:2]1[CH:7]=[CH:6][CH:5]=[CH:4][CH:3]=1, predict the reactants needed to synthesize it. (3) Given the product [C:1]1([CH2:7][N:8]2[CH2:17][CH2:16][N:15]3[C@H:10]([CH2:11][O:12][CH2:13][CH2:14]3)[CH2:9]2)[CH:2]=[CH:3][CH:4]=[CH:5][CH:6]=1, predict the reactants needed to synthesize it. The reactants are: [C:1]1([CH2:7][N:8]2[C:17](=O)[C:16](=O)[N:15]3[C@H:10]([CH2:11][O:12][CH2:13][CH2:14]3)[CH2:9]2)[CH:6]=[CH:5][CH:4]=[CH:3][CH:2]=1.[H-].[H-].[H-].[H-].[Li+].[Al+3]. (4) Given the product [C:29]([O:33][C:20]([NH:32][C:14](=[O:15])[C@H:9]([CH2:10][CH2:11][S:12][CH3:13])[NH2:8])=[O:21])([CH3:31])([CH3:30])[CH3:28], predict the reactants needed to synthesize it. The reactants are: C(OC([NH:8][C@H:9]([C:14](O)=[O:15])[CH2:10][CH2:11][S:12][CH3:13])=O)(C)(C)C.CN1CC[O:21][CH2:20]C1.ClC(O[CH2:28][CH:29]([CH3:31])[CH3:30])=O.[NH4+:32].[OH-:33]. (5) Given the product [CH3:21][C:17]1([CH3:22])[C:18]2[C:13](=[CH:12][C:11]([NH:10][C:8](=[O:9])[C:7]3[CH:6]=[CH:5][C:4]([C:3]([NH:28][OH:29])=[O:2])=[CH:26][CH:25]=3)=[CH:20][CH:19]=2)[C:14]([CH3:24])([CH3:23])[CH2:15][CH2:16]1, predict the reactants needed to synthesize it. The reactants are: C[O:2][C:3](=O)[C:4]1[CH:26]=[CH:25][C:7]([C:8]([NH:10][C:11]2[CH:20]=[CH:19][C:18]3[C:17]([CH3:22])([CH3:21])[CH2:16][CH2:15][C:14]([CH3:24])([CH3:23])[C:13]=3[CH:12]=2)=[O:9])=[CH:6][CH:5]=1.[NH2:28][OH:29]. (6) Given the product [CH2:4]([O:3][C:1]([N:11]1[CH2:18][CH2:17][CH2:16][C@H:12]1[C:13](=[O:15])[NH:22][CH:19]1[CH2:21][CH2:20]1)=[O:2])[C:5]1[CH:6]=[CH:7][CH:8]=[CH:9][CH:10]=1, predict the reactants needed to synthesize it. The reactants are: [C:1]([N:11]1[CH2:18][CH2:17][CH2:16][C@H:12]1[C:13]([OH:15])=O)([O:3][CH2:4][C:5]1[CH:10]=[CH:9][CH:8]=[CH:7][CH:6]=1)=[O:2].[CH:19]1([NH2:22])[CH2:21][CH2:20]1.C1C=CC2N(O)N=NC=2C=1.C(Cl)CCl. (7) The reactants are: C1CN([P+](ON2N=NC3C=CC=CC2=3)(N2CCCC2)N2CCCC2)CC1.F[P-](F)(F)(F)(F)F.[NH2:34][C:35]1[CH:36]=[C:37]2[C:44]3([CH2:49][CH2:48][S:47][C:46]([NH:50][C:51](=[O:57])[O:52][C:53]([CH3:56])([CH3:55])[CH3:54])=[N:45]3)[CH2:43][CH2:42][O:41][C:38]2=[CH:39][CH:40]=1.C(N(CC)C(C)C)(C)C.[F:67][C:68]([F:79])([F:78])[C:69]1[CH:70]=[CH:71][C:72]([C:75](O)=[O:76])=[N:73][CH:74]=1.C(=O)(O)[O-].[Na+]. Given the product [F:78][C:68]([F:67])([F:79])[C:69]1[CH:70]=[CH:71][C:72]([C:75]([NH:34][C:35]2[CH:36]=[C:37]3[C:44]4([CH2:49][CH2:48][S:47][C:46]([NH:50][C:51](=[O:57])[O:52][C:53]([CH3:54])([CH3:56])[CH3:55])=[N:45]4)[CH2:43][CH2:42][O:41][C:38]3=[CH:39][CH:40]=2)=[O:76])=[N:73][CH:74]=1, predict the reactants needed to synthesize it.